Predict the reactants needed to synthesize the given product. From a dataset of Full USPTO retrosynthesis dataset with 1.9M reactions from patents (1976-2016). (1) Given the product [F:5][C:4]([F:7])([F:6])[CH:3]([O:2][CH2:1][C:25]([OH:27])=[O:26])[C:8]([F:11])([F:10])[F:9], predict the reactants needed to synthesize it. The reactants are: [CH2:1](F)[O:2][CH:3]([C:8]([F:11])([F:10])[F:9])[C:4]([F:7])([F:6])[F:5].FC(F)(F)C(O)C(F)(F)F.BrC[C:25]([O:27]CC)=[O:26]. (2) Given the product [F:23][C:20]([F:21])([F:22])[C:17]1[CH:18]=[CH:19][C:14]([O:13][CH:10]2[CH2:11][CH2:12][NH:8][CH2:9]2)=[CH:15][CH:16]=1, predict the reactants needed to synthesize it. The reactants are: C(OC([N:8]1[CH2:12][CH2:11][CH:10]([O:13][C:14]2[CH:19]=[CH:18][C:17]([C:20]([F:23])([F:22])[F:21])=[CH:16][CH:15]=2)[CH2:9]1)=O)(C)(C)C.FC(F)(F)C(O)=O.